Dataset: Reaction yield outcomes from USPTO patents with 853,638 reactions. Task: Predict the reaction yield, written as a fraction of the theoretical maximum amount of product (1.0 means a 100% yield; for example, 0.34 means a 34% yield). (1) The reactants are [F:1][C:2]1[CH:7]=[CH:6][C:5]([N:8]2[C:16]3[CH2:15][CH2:14][CH2:13][N:12]([C:17](=[O:29])[CH2:18][N:19]4[C:23]([CH3:24])=[CH:22][C:21]([C:25]([F:28])([F:27])[F:26])=[N:20]4)[C:11]=3[CH:10]=[N:9]2)=[CH:4][CH:3]=1.[Li+].CC([N-]C(C)C)C.[CH2:38]=[O:39].[NH4+].[Cl-]. The catalyst is C1COCC1. The product is [F:1][C:2]1[CH:3]=[CH:4][C:5]([N:8]2[C:16]3[CH2:15][CH2:14][CH2:13][N:12]([C:17](=[O:29])[CH:18]([N:19]4[C:23]([CH3:24])=[CH:22][C:21]([C:25]([F:27])([F:26])[F:28])=[N:20]4)[CH2:38][OH:39])[C:11]=3[CH:10]=[N:9]2)=[CH:6][CH:7]=1. The yield is 0.550. (2) The reactants are [CH3:1][C:2]1([CH3:27])[C:10]2[C:5](=[CH:6][CH:7]=[C:8]([N:11](C(OC(C)(C)C)=O)[NH:12]C(OC(C)(C)C)=O)[CH:9]=2)[CH2:4][CH2:3]1.FC(F)(F)C(O)=O.[C:35]([O:41]CC)(=O)[CH2:36][C:37]([CH3:39])=O. The catalyst is C(O)(=O)C. The product is [CH3:1][C:2]1([CH3:27])[C:10]2[C:5](=[CH:6][CH:7]=[C:8]([N:11]3[C:35](=[O:41])[CH2:36][C:37]([CH3:39])=[N:12]3)[CH:9]=2)[CH2:4][CH2:3]1. The yield is 0.477.